From a dataset of Catalyst prediction with 721,799 reactions and 888 catalyst types from USPTO. Predict which catalyst facilitates the given reaction. Reactant: [Cl:1][C:2]1[C:7]([N+:8]([O-:10])=[O:9])=[CH:6][CH:5]=[C:4](Cl)[N:3]=1.[C:12]1(B(O)O)[CH:17]=[CH:16][CH:15]=[CH:14][CH:13]=1.C([O-])([O-])=O.[Cs+].[Cs+]. Product: [Cl:1][C:2]1[C:7]([N+:8]([O-:10])=[O:9])=[CH:6][CH:5]=[C:4]([C:12]2[CH:17]=[CH:16][CH:15]=[CH:14][CH:13]=2)[N:3]=1. The catalyst class is: 77.